Dataset: Reaction yield outcomes from USPTO patents with 853,638 reactions. Task: Predict the reaction yield, written as a fraction of the theoretical maximum amount of product (1.0 means a 100% yield; for example, 0.34 means a 34% yield). (1) The reactants are [Cl:1][C:2]1[C:7]([Cl:8])=[CH:6][CH:5]=[CH:4][C:3]=1[N:9]1[C:13]([NH2:14])=[C:12]2[CH2:15][CH2:16][CH2:17][C:11]2=[N:10]1.[CH3:18][C:19]1[N:27]=[CH:26][CH:25]=[CH:24][C:20]=1[C:21](O)=[O:22].F[P-](F)(F)(F)(F)F.N1(OC(N(C)C)=[N+](C)C)C2N=CC=CC=2N=N1.C(N(CC)CC)C. The catalyst is CN(C)C=O.O. The product is [Cl:1][C:2]1[C:7]([Cl:8])=[CH:6][CH:5]=[CH:4][C:3]=1[N:9]1[C:13]([NH:14][C:21](=[O:22])[C:20]2[CH:24]=[CH:25][CH:26]=[N:27][C:19]=2[CH3:18])=[C:12]2[CH2:15][CH2:16][CH2:17][C:11]2=[N:10]1. The yield is 0.500. (2) The reactants are [Cl:1][C:2]1[CH:23]=[C:22]([Cl:24])[CH:21]=[CH:20][C:3]=1[CH2:4][N:5]1[C:9]([CH2:10][CH2:11][C:12]([O:14]CC)=[O:13])=[CH:8][C:7]([CH:17]([CH3:19])[CH3:18])=[N:6]1.[OH-].[Na+].O1CCCC1. The catalyst is C(O)C. The product is [Cl:1][C:2]1[CH:23]=[C:22]([Cl:24])[CH:21]=[CH:20][C:3]=1[CH2:4][N:5]1[C:9]([CH2:10][CH2:11][C:12]([OH:14])=[O:13])=[CH:8][C:7]([CH:17]([CH3:19])[CH3:18])=[N:6]1. The yield is 0.740.